This data is from Full USPTO retrosynthesis dataset with 1.9M reactions from patents (1976-2016). The task is: Predict the reactants needed to synthesize the given product. (1) Given the product [CH:20]([NH:22][C:2]1[CH:7]=[C:6]([CH3:8])[CH:5]=[CH:4][C:3]=1[N+:9]([O-:11])=[O:10])([CH3:21])[CH3:19], predict the reactants needed to synthesize it. The reactants are: F[C:2]1[CH:7]=[C:6]([CH3:8])[CH:5]=[CH:4][C:3]=1[N+:9]([O-:11])=[O:10].C(N(CC)CC)C.[CH3:19][CH:20]([NH2:22])[CH3:21]. (2) Given the product [F:22][C:23]1[CH:24]=[CH:25][C:26]([CH2:29][O:30][C:31]2[CH:36]=[N:35][N:34]([C:2]3[CH:7]=[CH:6][C:5]4[C:8]5[CH2:13][CH2:12][N:11]([C:14]([O:16][C:17]([CH3:20])([CH3:19])[CH3:18])=[O:15])[CH2:10][C:9]=5[S:21][C:4]=4[CH:3]=3)[C:33](=[O:37])[CH:32]=2)=[N:27][CH:28]=1, predict the reactants needed to synthesize it. The reactants are: Br[C:2]1[CH:7]=[CH:6][C:5]2[C:8]3[CH2:13][CH2:12][N:11]([C:14]([O:16][C:17]([CH3:20])([CH3:19])[CH3:18])=[O:15])[CH2:10][C:9]=3[S:21][C:4]=2[CH:3]=1.[F:22][C:23]1[CH:24]=[CH:25][C:26]([CH2:29][O:30][C:31]2[CH:36]=[N:35][NH:34][C:33](=[O:37])[CH:32]=2)=[N:27][CH:28]=1. (3) Given the product [Cl:19][C:15]1[S:14][C:11]2[CH:12]3[CH:8]([CH2:9][C:10]=2[C:16]=1[C:17]#[N:18])[CH2:7][NH:6][CH2:13]3, predict the reactants needed to synthesize it. The reactants are: C(OC([N:6]1[CH2:13][CH:12]2[CH:8]([CH2:9][C:10]3[C:16]([C:17]#[N:18])=[C:15]([Cl:19])[S:14][C:11]=32)[CH2:7]1)=O)C.I[Si](C)(C)C.